Dataset: Catalyst prediction with 721,799 reactions and 888 catalyst types from USPTO. Task: Predict which catalyst facilitates the given reaction. (1) Reactant: [Cl:1][C:2]1[CH:10]=[C:9]2[C:5]([CH:6]=[N:7][NH:8]2)=[CH:4][C:3]=1[C:11]1[CH:16]=[CH:15][C:14]([N:17]2[CH2:22][CH2:21][O:20][CH2:19][CH2:18]2)=[CH:13][CH:12]=1.[I:23]I.[OH-].[K+].[Cl-].[NH4+]. Product: [Cl:1][C:2]1[CH:10]=[C:9]2[C:5]([C:6]([I:23])=[N:7][NH:8]2)=[CH:4][C:3]=1[C:11]1[CH:16]=[CH:15][C:14]([N:17]2[CH2:18][CH2:19][O:20][CH2:21][CH2:22]2)=[CH:13][CH:12]=1. The catalyst class is: 434. (2) Reactant: [Cl:1][C:2]1[C:11]2[C:6](=[CH:7][CH:8]=[C:9]([CH:12]([C:14]3C(C)=NC(C)=C[CH:19]=3)[OH:13])[CH:10]=2)[N:5]=[C:4]([O:22][CH3:23])[C:3]=1[CH2:24][C:25]1[CH:30]=[CH:29][C:28]([C:31]([F:34])([F:33])[F:32])=[CH:27][CH:26]=1.[Li]CCCC.[CH3:40][N:41]1C(C=O)=C[N:43]=[C:42]1[CH3:48]. Product: [Cl:1][C:2]1[C:11]2[C:6](=[CH:7][CH:8]=[C:9]([CH:12]([C:14]3[N:41]([CH3:40])[C:42]([CH3:48])=[N:43][CH:19]=3)[OH:13])[CH:10]=2)[N:5]=[C:4]([O:22][CH3:23])[C:3]=1[CH2:24][C:25]1[CH:26]=[CH:27][C:28]([C:31]([F:32])([F:34])[F:33])=[CH:29][CH:30]=1. The catalyst class is: 1. (3) Reactant: [C:1]1(=O)[NH:6][C:5](=O)[C:4]2=[CH:8][CH:9]=[CH:10][CH:11]=[C:3]2[CH2:2]1.[Cl-:13].[Cl-:14].C1(P(=O)([O-])[O-])C=CC=CC=1.C(=O)([O-])[O-].[Na+].[Na+]. Product: [Cl:13][C:5]1[C:4]2[C:3](=[CH:11][CH:10]=[CH:9][CH:8]=2)[CH:2]=[C:1]([Cl:14])[N:6]=1. The catalyst class is: 6. (4) Reactant: [Cl:1][C:2]1[CH:15]=[CH:14][C:5]([O:6][C:7]2[CH:12]=[CH:11][C:10]([NH2:13])=[CH:9][N:8]=2)=[C:4]([CH3:16])[CH:3]=1.C(N(CC)CC)C.[C:24](Cl)(=[O:31])[C:25]1[CH:30]=[CH:29][CH:28]=[CH:27][CH:26]=1.C([O-])(O)=O.[Na+]. Product: [Cl:1][C:2]1[CH:15]=[CH:14][C:5]([O:6][C:7]2[CH:12]=[CH:11][C:10]([NH:13][C:24](=[O:31])[C:25]3[CH:30]=[CH:29][CH:28]=[CH:27][CH:26]=3)=[CH:9][N:8]=2)=[C:4]([CH3:16])[CH:3]=1. The catalyst class is: 2. (5) Reactant: C(OC(=O)[NH:7][C:8]1[CH:13]=[C:12]([N:14]([CH3:18])[CH2:15][CH2:16][CH3:17])[C:11]([CH3:19])=[CH:10][C:9]=1[NH2:20])(C)(C)C.C(O[C:27](=[O:50])[CH2:28][C:29](=O)[C:30]1[CH:35]=[CH:34][CH:33]=[C:32]([C:36]2[S:37][CH:38]=[C:39]([CH2:41][O:42]C3CCCCO3)[N:40]=2)[CH:31]=1)(C)(C)C.C(O)(C(F)(F)F)=O. Product: [OH:42][CH2:41][C:39]1[N:40]=[C:36]([C:32]2[CH:31]=[C:30]([C:29]3[CH2:28][C:27](=[O:50])[NH:20][C:9]4[CH:10]=[C:11]([CH3:19])[C:12]([N:14]([CH3:18])[CH2:15][CH2:16][CH3:17])=[CH:13][C:8]=4[N:7]=3)[CH:35]=[CH:34][CH:33]=2)[S:37][CH:38]=1. The catalyst class is: 2. (6) Reactant: [N+:1]([C:4]1[O:8][C:7]([C:9]([OH:11])=[O:10])=[CH:6][CH:5]=1)([O-:3])=[O:2].[C:12](Cl)(=O)[C:13](Cl)=O.CN(C=O)C. Product: [CH2:12]([O:10][C:9]([C:7]1[O:8][C:4]([N+:1]([O-:3])=[O:2])=[CH:5][CH:6]=1)=[O:11])[CH3:13]. The catalyst class is: 4.